From a dataset of Forward reaction prediction with 1.9M reactions from USPTO patents (1976-2016). Predict the product of the given reaction. (1) The product is: [NH:26]([CH:20]1[CH2:21][CH2:22][N:17]([CH2:16][C:14]2[CH:13]=[CH:12][N:11]=[C:10]([C:5]3[CH:4]=[C:3]([O:24][CH3:25])[C:2]([Cl:1])=[C:7]([O:8][CH3:9])[CH:6]=3)[CH:15]=2)[CH2:18][CH2:19]1)[C:27]1[CH:32]=[CH:31][CH:30]=[CH:29][CH:28]=1. Given the reactants [Cl:1][C:2]1[C:7]([O:8][CH3:9])=[CH:6][C:5]([C:10]2[CH:15]=[C:14]([CH2:16][N:17]3[CH2:22][CH2:21][C:20](=O)[CH2:19][CH2:18]3)[CH:13]=[CH:12][N:11]=2)=[CH:4][C:3]=1[O:24][CH3:25].[NH2:26][C:27]1[CH:32]=[CH:31][CH:30]=[CH:29][CH:28]=1, predict the reaction product. (2) The product is: [N:58]1([C:16](=[O:18])/[CH:15]=[CH:14]/[C@@H:13]([NH:12][C:10]([C@@H:9]2[CH2:21][C@H:22]([F:24])[CH2:23][N:8]2[C:6]([O:5][C:2]([CH3:4])([CH3:3])[CH3:1])=[O:7])=[O:11])[CH2:19][CH3:20])[C:66]2[C:61](=[CH:62][CH:63]=[CH:64][CH:65]=2)[CH2:60][CH2:59]1. Given the reactants [CH3:1][C:2]([O:5][C:6]([N:8]1[CH2:23][C@@H:22]([F:24])[CH2:21][C@H:9]1[C:10]([NH:12][C@@H:13]([CH2:19][CH3:20])/[CH:14]=[CH:15]/[C:16]([OH:18])=O)=[O:11])=[O:7])([CH3:4])[CH3:3].CN(C(ON1N=NC2C=CC=NC1=2)=[N+](C)C)C.F[P-](F)(F)(F)(F)F.CCN(C(C)C)C(C)C.[NH:58]1[C:66]2[C:61](=[CH:62][CH:63]=[CH:64][CH:65]=2)[CH2:60][CH2:59]1, predict the reaction product. (3) The product is: [BrH:29].[BrH:29].[O:1]1[CH2:2][CH2:3][N:4]([C:7]2[CH:8]=[CH:9][C:10]([N:13]3[CH2:14][CH2:15][NH:16][CH2:20][CH2:19]3)=[CH:11][CH:12]=2)[CH2:5][CH2:6]1. Given the reactants [O:1]1[CH2:6][CH2:5][N:4]([C:7]2[CH:12]=[CH:11][C:10]([NH:13][CH2:14][CH2:15][N:16]3[C:20](=O)[CH2:19]O[CH-]3)=[CH:9][CH:8]=2)[CH2:3][CH2:2]1.C(OC(C)C)(C)C.[BrH:29], predict the reaction product. (4) Given the reactants C([O:8][C@@H](C)CO)C1C=CC=CC=1.[CH2:13]([S:15]([C:18]1[CH:19]=[C:20]([C:24]2[C:29]3[C:30]4[CH:36]=[C:35]([CH3:37])[CH:34]=[N:33][C:31]=4[NH:32][C:28]=3[C:27]([O:38][CH2:39][CH2:40][CH2:41]N(C)C)=[N:26][CH:25]=2)[CH:21]=[CH:22][CH:23]=1)(=[O:17])=[O:16])[CH3:14], predict the reaction product. The product is: [CH2:13]([S:15]([C:18]1[CH:19]=[C:20]([C:24]2[C:29]3[C:30]4[CH:36]=[C:35]([CH3:37])[CH:34]=[N:33][C:31]=4[NH:32][C:28]=3[C:27]([O:38][CH2:39][C@@H:40]([OH:8])[CH3:41])=[N:26][CH:25]=2)[CH:21]=[CH:22][CH:23]=1)(=[O:16])=[O:17])[CH3:14].